From a dataset of NCI-60 drug combinations with 297,098 pairs across 59 cell lines. Regression. Given two drug SMILES strings and cell line genomic features, predict the synergy score measuring deviation from expected non-interaction effect. (1) Drug 1: CC1C(C(CC(O1)OC2CC(CC3=C2C(=C4C(=C3O)C(=O)C5=C(C4=O)C(=CC=C5)OC)O)(C(=O)C)O)N)O.Cl. Drug 2: C1=CC(=CC=C1CC(C(=O)O)N)N(CCCl)CCCl.Cl. Cell line: 786-0. Synergy scores: CSS=50.1, Synergy_ZIP=-3.07, Synergy_Bliss=4.24, Synergy_Loewe=-6.85, Synergy_HSA=4.83. (2) Drug 1: COC1=C(C=C2C(=C1)N=CN=C2NC3=CC(=C(C=C3)F)Cl)OCCCN4CCOCC4. Drug 2: CC1CCC2CC(C(=CC=CC=CC(CC(C(=O)C(C(C(=CC(C(=O)CC(OC(=O)C3CCCCN3C(=O)C(=O)C1(O2)O)C(C)CC4CCC(C(C4)OC)OCCO)C)C)O)OC)C)C)C)OC. Cell line: A549. Synergy scores: CSS=44.2, Synergy_ZIP=0.544, Synergy_Bliss=0.331, Synergy_Loewe=7.39, Synergy_HSA=9.20. (3) Drug 1: C1=CC(=CC=C1CC(C(=O)O)N)N(CCCl)CCCl.Cl. Drug 2: C1C(C(OC1N2C=NC(=NC2=O)N)CO)O. Cell line: HOP-92. Synergy scores: CSS=22.8, Synergy_ZIP=-4.93, Synergy_Bliss=1.59, Synergy_Loewe=3.16, Synergy_HSA=3.62. (4) Drug 1: CNC(=O)C1=CC=CC=C1SC2=CC3=C(C=C2)C(=NN3)C=CC4=CC=CC=N4. Drug 2: C1=CN(C(=O)N=C1N)C2C(C(C(O2)CO)O)O.Cl. Cell line: BT-549. Synergy scores: CSS=28.5, Synergy_ZIP=-5.11, Synergy_Bliss=1.84, Synergy_Loewe=-26.0, Synergy_HSA=0.457. (5) Drug 2: COC1=C2C(=CC3=C1OC=C3)C=CC(=O)O2. Cell line: TK-10. Drug 1: C1CN1C2=NC(=NC(=N2)N3CC3)N4CC4. Synergy scores: CSS=12.1, Synergy_ZIP=-4.12, Synergy_Bliss=0.270, Synergy_Loewe=-4.78, Synergy_HSA=0.988. (6) Drug 1: CC1=CC=C(C=C1)C2=CC(=NN2C3=CC=C(C=C3)S(=O)(=O)N)C(F)(F)F. Drug 2: CC1C(C(CC(O1)OC2CC(CC3=C2C(=C4C(=C3O)C(=O)C5=C(C4=O)C(=CC=C5)OC)O)(C(=O)CO)O)N)O.Cl. Cell line: SW-620. Synergy scores: CSS=35.6, Synergy_ZIP=-0.00588, Synergy_Bliss=0.783, Synergy_Loewe=-15.8, Synergy_HSA=2.49.